Dataset: Full USPTO retrosynthesis dataset with 1.9M reactions from patents (1976-2016). Task: Predict the reactants needed to synthesize the given product. (1) Given the product [C:41]1([CH:29]([C:23]2[CH:28]=[CH:27][CH:26]=[CH:25][CH:24]=2)[N:30]2[C:38]3[C:33](=[CH:34][CH:35]=[CH:36][CH:37]=3)[C:32]([OH:39])([C:7]3[C:6]([O:9][CH2:10][O:11][CH3:12])=[CH:5][N:4]=[C:3]([O:2][CH3:1])[CH:8]=3)[C:31]2=[O:40])[CH:42]=[CH:43][CH:44]=[CH:45][CH:46]=1, predict the reactants needed to synthesize it. The reactants are: [CH3:1][O:2][C:3]1[CH:8]=[CH:7][C:6]([O:9][CH2:10][O:11][CH3:12])=[CH:5][N:4]=1.C([Li])(C)(C)C.CCCCC.[C:23]1([CH:29]([C:41]2[CH:46]=[CH:45][CH:44]=[CH:43][CH:42]=2)[N:30]2[C:38]3[C:33](=[CH:34][CH:35]=[CH:36][CH:37]=3)[C:32](=[O:39])[C:31]2=[O:40])[CH:28]=[CH:27][CH:26]=[CH:25][CH:24]=1.[Cl-].[NH4+]. (2) The reactants are: Cl.[C:2]1([CH3:23])[CH:7]=[CH:6][C:5]([C@@H:8]2[NH:14][CH2:13][C:12]3[CH:15]=[CH:16][C:17]([C:19]([O:21][CH3:22])=[O:20])=[CH:18][C:11]=3[O:10][CH2:9]2)=[CH:4][CH:3]=1.CCN(CC)CC.[O:31]1[CH2:36][CH2:35][CH:34]([C:37](O)=[O:38])[CH2:33][CH2:32]1.ClC(Cl)C. Given the product [O:31]1[CH2:36][CH2:35][CH:34]([C:37]([N:14]2[CH2:13][C:12]3[CH:15]=[CH:16][C:17]([C:19]([O:21][CH3:22])=[O:20])=[CH:18][C:11]=3[O:10][CH2:9][C@@H:8]2[C:5]2[CH:6]=[CH:7][C:2]([CH3:23])=[CH:3][CH:4]=2)=[O:38])[CH2:33][CH2:32]1, predict the reactants needed to synthesize it. (3) Given the product [Cl:1][C:2]1[CH:3]=[C:4]([N:10]2[C:14]([CH3:15])=[C:13]([O:16][C:17]3[CH:26]=[CH:25][C:20]([C:21]([OH:23])=[O:22])=[CH:19][CH:18]=3)[C:12]([CH3:27])=[N:11]2)[CH:5]=[CH:6][C:7]=1[C:8]#[N:9], predict the reactants needed to synthesize it. The reactants are: [Cl:1][C:2]1[CH:3]=[C:4]([N:10]2[C:14]([CH3:15])=[C:13]([O:16][C:17]3[CH:26]=[CH:25][C:20]([C:21]([O:23]C)=[O:22])=[CH:19][CH:18]=3)[C:12]([CH3:27])=[N:11]2)[CH:5]=[CH:6][C:7]=1[C:8]#[N:9].[OH-].[Na+].Cl. (4) Given the product [ClH:1].[Cl:1][C:2]1[CH:3]=[C:4]([C:12]2[S:16][C:15]([C:17]3[CH:27]=[CH:26][C:20]4[CH2:21][CH2:22][NH:23][CH2:24][CH2:25][C:19]=4[CH:18]=3)=[N:14][CH:13]=2)[CH:5]=[CH:6][C:7]=1[O:8][CH:9]([CH3:11])[CH3:10], predict the reactants needed to synthesize it. The reactants are: [Cl:1][C:2]1[CH:3]=[C:4]([C:12]2[S:16][C:15]([C:17]3[CH:27]=[CH:26][C:20]4[CH2:21][CH2:22][NH:23][CH2:24][CH2:25][C:19]=4[CH:18]=3)=[N:14][CH:13]=2)[CH:5]=[CH:6][C:7]=1[O:8][CH:9]([CH3:11])[CH3:10].Cl. (5) Given the product [O:17]1[C:16]2[CH:20]=[CH:21][C:13]([CH2:12][O:11][C:6]3[N:7]=[CH:8][CH:9]=[CH:10][C:5]=3[C:4]([NH:24][NH2:25])=[O:3])=[CH:14][C:15]=2[O:19][CH2:18]1, predict the reactants needed to synthesize it. The reactants are: C([O:3][C:4](=O)[C:5]1[CH:10]=[CH:9][CH:8]=[N:7][C:6]=1[O:11][CH2:12][C:13]1[CH:21]=[CH:20][C:16]2[O:17][CH2:18][O:19][C:15]=2[CH:14]=1)C.O.[NH2:24][NH2:25].